The task is: Predict which catalyst facilitates the given reaction.. This data is from Catalyst prediction with 721,799 reactions and 888 catalyst types from USPTO. (1) Product: [F:20][C:18]([F:19])([F:21])[CH:17]([CH:14]1[CH2:15][CH2:16][NH:11][CH2:12][CH2:13]1)[O:22][Si:23]([CH2:24][CH3:25])([CH2:28][CH3:29])[CH2:26][CH3:27]. The catalyst class is: 29. Reactant: C(OC([N:11]1[CH2:16][CH2:15][CH:14]([CH:17]([O:22][Si:23]([CH2:28][CH3:29])([CH2:26][CH3:27])[CH2:24][CH3:25])[C:18]([F:21])([F:20])[F:19])[CH2:13][CH2:12]1)=O)C1C=CC=CC=1. (2) The catalyst class is: 19. Reactant: C([O:8][C:9]1[CH:10]=[C:11]([CH:22]([OH:45])[CH2:23][NH:24][C:25]([CH3:44])([CH3:43])[CH2:26][CH2:27][N:28]2[C:33]3[CH:34]=[CH:35][CH:36]=[CH:37][C:32]=3[C:31]([CH2:40][CH3:41])([CH2:38][CH3:39])[O:30][C:29]2=[O:42])[C:12]2[O:17][C:16]([CH3:19])([CH3:18])[C:15](=[O:20])[NH:14][C:13]=2[CH:21]=1)C1C=CC=CC=1. Product: [CH2:40]([C:31]1([CH2:38][CH3:39])[O:30][C:29](=[O:42])[N:28]([CH2:27][CH2:26][C:25]([NH:24][CH2:23][CH:22]([OH:45])[C:11]2[C:12]3[O:17][C:16]([CH3:18])([CH3:19])[C:15](=[O:20])[NH:14][C:13]=3[CH:21]=[C:9]([OH:8])[CH:10]=2)([CH3:43])[CH3:44])[C:33]2[CH:34]=[CH:35][CH:36]=[CH:37][C:32]1=2)[CH3:41]. (3) Reactant: Br[C:2]1[S:6][C:5]([C:7]([O:9][CH2:10][CH3:11])=[O:8])=[CH:4][C:3]=1[N+:12]([O-])=O. Product: [NH2:12][C:3]1[CH:4]=[C:5]([C:7]([O:9][CH2:10][CH3:11])=[O:8])[S:6][CH:2]=1. The catalyst class is: 5. (4) Reactant: [Cl:1][C:2]1[C:3]([F:31])=[C:4]([CH:8]2[C:12]([C:15]3[CH:20]=[CH:19][C:18]([Cl:21])=[CH:17][C:16]=3[F:22])([C:13]#[N:14])[CH:11]([CH2:23][C:24]([CH3:27])([CH3:26])[CH3:25])[NH:10][CH:9]2[C:28]([OH:30])=O)[CH:5]=[CH:6][CH:7]=1.Cl.[CH3:33][O:34][C:35]([CH:37]1[CH2:40][NH:39][CH2:38]1)=[O:36].CN(C(ON1N=NC2C=CC=NC1=2)=[N+](C)C)C.F[P-](F)(F)(F)(F)F.CCN(C(C)C)C(C)C. Product: [CH3:33][O:34][C:35]([CH:37]1[CH2:40][N:39]([C:28]([C@H:9]2[C@H:8]([C:4]3[CH:5]=[CH:6][CH:7]=[C:2]([Cl:1])[C:3]=3[F:31])[C@:12]([C:15]3[CH:20]=[CH:19][C:18]([Cl:21])=[CH:17][C:16]=3[F:22])([C:13]#[N:14])[C@H:11]([CH2:23][C:24]([CH3:27])([CH3:26])[CH3:25])[NH:10]2)=[O:30])[CH2:38]1)=[O:36]. The catalyst class is: 2. (5) Reactant: [OH:1][CH2:2][C@@H:3]1[CH2:7][C:6](=[O:8])[CH2:5][C@H:4]1[C:9]1[CH:14]=[CH:13][CH:12]=[CH:11][CH:10]=1.[Si:15](Cl)([C:18]([CH3:21])([CH3:20])[CH3:19])([CH3:17])[CH3:16].CCN(C(C)C)C(C)C.Cl. Product: [Si:15]([O:1][CH2:2][C@@H:3]1[CH2:7][C:6](=[O:8])[CH2:5][C@H:4]1[C:9]1[CH:14]=[CH:13][CH:12]=[CH:11][CH:10]=1)([C:18]([CH3:21])([CH3:20])[CH3:19])([CH3:17])[CH3:16]. The catalyst class is: 2. (6) Reactant: [Cl:1][C:2]1[CH:41]=[CH:40][CH:39]=[C:38]([Cl:42])[C:3]=1[C:4]([NH:6][C@H:7]([C:34]([O:36][CH3:37])=[O:35])[CH2:8][C:9]1[CH:14]=[CH:13][C:12]([C:15]#[C:16][CH2:17][CH2:18][N:19]([C:28]2[CH:33]=[CH:32][CH:31]=[CH:30][N:29]=2)C(OCC(Cl)(Cl)Cl)=O)=[CH:11][CH:10]=1)=[O:5].O.CC(O)=O.C(OCC)(=O)C. Product: [Cl:1][C:2]1[CH:41]=[CH:40][CH:39]=[C:38]([Cl:42])[C:3]=1[C:4]([NH:6][C@H:7]([C:34]([O:36][CH3:37])=[O:35])[CH2:8][C:9]1[CH:10]=[CH:11][C:12]([C:15]#[C:16][CH2:17][CH2:18][NH:19][C:28]2[CH:33]=[CH:32][CH:31]=[CH:30][N:29]=2)=[CH:13][CH:14]=1)=[O:5]. The catalyst class is: 324. (7) Reactant: I(C1C=CC=CC=1C(O)=O)(=O)=O.[Br:13]/[CH:14]=[C:15]1\[CH2:16][CH2:17][CH2:18][C@@:19]2([CH3:26])[C@H:24]\1[CH2:23][C:22](=[O:25])[CH2:21][CH2:20]2.C(=O)([O-])O.[Na+]. Product: [Br:13]/[CH:14]=[C:15]1\[CH2:16][CH2:17][CH2:18][C@@:19]2([CH3:26])[C@H:24]\1[CH2:23][C:22](=[O:25])[CH:21]=[CH:20]2. The catalyst class is: 16. (8) Product: [CH3:32][O:31][C:30]1[CH:29]=[C:28]([C:2]2[N:7]=[C:6]3[CH:8]([O:52][CH2:51][CH2:50][O:49][CH3:48])[N:9]([C:12]4[CH:13]=[N:14][N:15]([CH2:17][C:18]([F:21])([F:20])[F:19])[CH:16]=4)[C:10](=[O:11])[C:5]3=[CH:4][CH:3]=2)[CH:27]=[N:26][C:25]=1[O:24][CH3:23]. Reactant: Cl[C:2]1[N:7]=[C:6]2[CH:8](Cl)[N:9]([C:12]3[CH:13]=[N:14][N:15]([CH2:17][C:18]([F:21])([F:20])[F:19])[CH:16]=3)[C:10](=[O:11])[C:5]2=[CH:4][CH:3]=1.[CH3:23][O:24][C:25]1[C:30]([O:31][CH3:32])=[CH:29][C:28](B2OC(C)(C)C(C)(C)O2)=[CH:27][N:26]=1.C([O-])([O-])=O.[Na+].[Na+].[CH3:48][O:49][CH2:50][CH2:51][OH:52]. The catalyst class is: 128. (9) Reactant: [OH:1][CH:2]1[CH2:5][C:4]([C:8]2[CH:13]=[CH:12][CH:11]=[CH:10][N:9]=2)([C:6]#[N:7])[CH2:3]1.N1C=CC=CC=1.[CH3:20][S:21](Cl)(=[O:23])=[O:22]. Product: [CH3:20][S:21]([O:1][CH:2]1[CH2:5][C:4]([C:6]#[N:7])([C:8]2[CH:13]=[CH:12][CH:11]=[CH:10][N:9]=2)[CH2:3]1)(=[O:23])=[O:22]. The catalyst class is: 2.